Task: Regression. Given two drug SMILES strings and cell line genomic features, predict the synergy score measuring deviation from expected non-interaction effect.. Dataset: NCI-60 drug combinations with 297,098 pairs across 59 cell lines Drug 1: CC(C1=C(C=CC(=C1Cl)F)Cl)OC2=C(N=CC(=C2)C3=CN(N=C3)C4CCNCC4)N. Drug 2: C1C(C(OC1N2C=C(C(=O)NC2=O)F)CO)O. Cell line: NCIH23. Synergy scores: CSS=23.2, Synergy_ZIP=-13.1, Synergy_Bliss=-6.59, Synergy_Loewe=-11.4, Synergy_HSA=-3.73.